Dataset: Reaction yield outcomes from USPTO patents with 853,638 reactions. Task: Predict the reaction yield, written as a fraction of the theoretical maximum amount of product (1.0 means a 100% yield; for example, 0.34 means a 34% yield). (1) The reactants are [C:1]([NH:8][C:9]1[CH:18]=[CH:17][C:12]([C:13](OC)=[O:14])=[CH:11][CH:10]=1)(=[O:7])[CH2:2][CH2:3][CH2:4][CH2:5][CH3:6].O.[NH2:20][NH2:21]. The catalyst is CCO. The product is [NH:20]([C:13]([C:12]1[CH:17]=[CH:18][C:9]([NH:8][C:1](=[O:7])[CH2:2][CH2:3][CH2:4][CH2:5][CH3:6])=[CH:10][CH:11]=1)=[O:14])[NH2:21]. The yield is 0.550. (2) The reactants are [F:1][C:2]1[CH:7]=[CH:6][CH:5]=[C:4]([F:8])[C:3]=1[NH:9][C:10]1[S:11][CH2:12][C:13](=[O:15])[N:14]=1.[NH:16]1[CH2:21][CH2:20][CH2:19][CH2:18][CH2:17]1.[CH2:22](O)[CH3:23]. The catalyst is C(OCC)(=O)C.O. The product is [CH:19]1([CH2:20][CH2:21][N:16]2[C:2]3[CH:7]=[C:22](/[CH:23]=[C:12]4/[C:13](=[O:15])[N:14]=[C:10]([NH:9][C:3]5[C:2]([F:1])=[CH:7][CH:6]=[CH:5][C:4]=5[F:8])[S:11]/4)[CH:5]=[CH:4][C:3]=3[N:9]=[CH:10]2)[CH2:17][CH2:18]1. The yield is 0.110. (3) The reactants are [N+:1]([C:4]1[CH:8]=[C:7]([CH2:9][OH:10])[NH:6][N:5]=1)([O-:3])=[O:2].C(=O)([O-])[O-].[Cs+].[Cs+].[Br:17][CH:18](Br)[CH3:19].OP([O-])(O)=O.[K+]. The catalyst is O.C(OCC)(=O)C.CN(C=O)C. The product is [Br:17][CH2:18][CH2:19][N:6]1[C:7]([CH2:9][OH:10])=[CH:8][C:4]([N+:1]([O-:3])=[O:2])=[N:5]1. The yield is 0.860. (4) The reactants are [NH:1]([C:60]([CH3:62])=[O:61])[C@H:2]([C:11]([NH:13][C@H:14]([C:19]([N:21]1[CH2:59][CH2:58][CH2:57][C@H:22]1[C:23]([NH:25][C@H:26]([C:38]([N:40]1[CH2:56][CH2:55][CH2:54][C@H:41]1[C:42]([NH:44][CH2:45][CH2:46][CH2:47][C:48]1[CH:53]=[CH:52][CH:51]=[CH:50][CH:49]=1)=[O:43])=[O:39])[CH2:27][CH2:28][CH2:29][NH:30]C(OC(C)(C)C)=O)=[O:24])=[O:20])[CH2:15][CH:16]([CH3:18])[CH3:17])=[O:12])[CH2:3][C:4]1[CH:9]=[CH:8][C:7]([OH:10])=[CH:6][CH:5]=1.C(O)(C(F)(F)F)=O. The catalyst is C(Cl)Cl. The product is [NH:1]([C:60]([CH3:62])=[O:61])[C@H:2]([C:11]([NH:13][C@H:14]([C:19]([N:21]1[CH2:59][CH2:58][CH2:57][C@H:22]1[C:23]([NH:25][C@H:26]([C:38]([N:40]1[CH2:56][CH2:55][CH2:54][C@H:41]1[C:42]([NH:44][CH2:45][CH2:46][CH2:47][C:48]1[CH:49]=[CH:50][CH:51]=[CH:52][CH:53]=1)=[O:43])=[O:39])[CH2:27][CH2:28][CH2:29][NH2:30])=[O:24])=[O:20])[CH2:15][CH:16]([CH3:17])[CH3:18])=[O:12])[CH2:3][C:4]1[CH:5]=[CH:6][C:7]([OH:10])=[CH:8][CH:9]=1. The yield is 0.750. (5) The reactants are Cl[C:2]1[C:11]2[C:6](=[CH:7][C:8]([O:14][CH2:15][CH2:16][N:17]([CH3:21])[CH2:18][C:19]#[CH:20])=[C:9]([O:12][CH3:13])[CH:10]=2)[N:5]=[CH:4][N:3]=1.[OH:22][C:23]1[CH:24]=[C:25]2[C:29](=[N:30][CH:31]=1)[NH:28][CH:27]=[CH:26]2. No catalyst specified. The product is [NH:28]1[C:29]2[C:25](=[CH:24][C:23]([O:22][C:2]3[C:11]4[C:6](=[CH:7][C:8]([O:14][CH2:15][CH2:16][N:17]([CH3:21])[CH2:18][C:19]#[CH:20])=[C:9]([O:12][CH3:13])[CH:10]=4)[N:5]=[CH:4][N:3]=3)=[CH:31][N:30]=2)[CH:26]=[CH:27]1. The yield is 0.470. (6) The reactants are [Cl:1][C:2]1[CH:7]=[CH:6][C:5]([CH2:8][OH:9])=[CH:4][C:3]=1[O:10][CH3:11]. The catalyst is C1C=CC=CC=1.O=[Mn]=O. The product is [Cl:1][C:2]1[CH:7]=[CH:6][C:5]([CH:8]=[O:9])=[CH:4][C:3]=1[O:10][CH3:11]. The yield is 0.890. (7) The reactants are [OH:1][C:2]1[CH:12]=[CH:11][CH:10]=[C:4]2[C:5]([O:7][C:8](=[O:9])[C:3]=12)=O.[CH3:13][O:14][C:15]1[CH:22]=[CH:21][C:18]([CH2:19][NH2:20])=[CH:17][CH:16]=1.C(O)(=O)C. The catalyst is O. The product is [OH:1][C:2]1[CH:12]=[CH:11][CH:10]=[C:4]2[C:3]=1[C:8](=[O:9])[N:20]([CH2:19][C:18]1[CH:21]=[CH:22][C:15]([O:14][CH3:13])=[CH:16][CH:17]=1)[C:5]2=[O:7]. The yield is 0.810. (8) The reactants are [I:1][C:2]1[CH:7]=[CH:6][C:5]([CH2:8][C:9]([OH:11])=[O:10])=[CH:4][CH:3]=1.Cl.[CH3:13]O. The catalyst is O1CCOCC1. The product is [I:1][C:2]1[CH:3]=[CH:4][C:5]([CH2:8][C:9]([O:11][CH3:13])=[O:10])=[CH:6][CH:7]=1. The yield is 0.980.